This data is from Catalyst prediction with 721,799 reactions and 888 catalyst types from USPTO. The task is: Predict which catalyst facilitates the given reaction. (1) Reactant: Cl[C:2]1[C:7]([N+:8]([O-:10])=[O:9])=[CH:6][CH:5]=[C:4]([Cl:11])[N:3]=1.C(=O)([O-])[O-].[K+].[K+].[NH2:18][CH2:19][CH:20]1[O:24][CH2:23][CH2:22][O:21]1.O. Product: [Cl:11][C:4]1[N:3]=[C:2]([NH:18][CH2:19][CH:20]2[O:24][CH2:23][CH2:22][O:21]2)[C:7]([N+:8]([O-:10])=[O:9])=[CH:6][CH:5]=1. The catalyst class is: 115. (2) The catalyst class is: 418. Product: [CH3:10][C:11]1([CH3:27])[C:15]([CH3:17])([CH3:16])[O:14][B:13]([C:2]2[CH:3]=[C:4]([NH2:9])[C:5]([NH2:8])=[CH:6][CH:7]=2)[O:12]1. Reactant: Br[C:2]1[CH:3]=[C:4]([NH2:9])[C:5]([NH2:8])=[CH:6][CH:7]=1.[CH3:10][C:11]1([CH3:27])[C:15]([CH3:17])([CH3:16])[O:14][B:13]([B:13]2[O:14][C:15]([CH3:17])([CH3:16])[C:11]([CH3:27])([CH3:10])[O:12]2)[O:12]1.C([O-])([O-])=O.[Cs+].[Cs+]. (3) The catalyst class is: 3. Product: [Cl:1][C:2]1[CH:3]=[CH:4][C:5]2[NH:6][C:7]3[N:8]=[CH:9][CH:10]=[CH:11][C:12]=3[C:13]([C:20]#[N:21])([C:16]([F:19])([F:18])[CH3:17])[C:14]=2[CH:15]=1. Reactant: [Cl:1][C:2]1[CH:15]=[C:14]2[C:5]([N:6]=[C:7]3[C:12](=[C:13]2[C:16]([F:19])([F:18])[CH3:17])[CH:11]=[CH:10][CH:9]=[N:8]3)=[CH:4][CH:3]=1.[C-:20]#[N:21].[Na+]. (4) Reactant: C1(C[O:8][C:9]2[CH:14]=[CH:13][C:12](/[CH:15]=[CH:16]\[C:17]([O:19][CH2:20][CH3:21])=[O:18])=[CH:11][C:10]=2[C:22]([NH:24][C:25]2[CH:26]=[N:27][CH:28]=[CH:29][CH:30]=2)=[O:23])C=CC=CC=1. Product: [OH:8][C:9]1[CH:14]=[CH:13][C:12]([CH2:15][CH2:16][C:17]([O:19][CH2:20][CH3:21])=[O:18])=[CH:11][C:10]=1[C:22]([NH:24][C:25]1[CH:26]=[N:27][CH:28]=[CH:29][CH:30]=1)=[O:23]. The catalyst class is: 19. (5) Reactant: [F:1][C:2]1[CH:7]=[CH:6][CH:5]=[C:4]([F:8])[C:3]=1[N:9]1[C:14]2[N:15]=[C:16]([NH:30][CH2:31][CH2:32][N:33]([CH3:35])[CH3:34])[N:17]=[C:18]([C:19]3[CH:20]=[C:21]([CH:25]=[C:26]([F:29])[C:27]=3[CH3:28])[C:22]([OH:24])=O)[C:13]=2[CH2:12][NH:11][C:10]1=[O:36].[CH3:37][NH:38][CH3:39].C(N(CC)CC)C.CN(C(ON1N=NC2C=CC=CC1=2)=[N+](C)C)C.F[P-](F)(F)(F)(F)F. Product: [F:1][C:2]1[CH:7]=[CH:6][CH:5]=[C:4]([F:8])[C:3]=1[N:9]1[C:14]2[N:15]=[C:16]([NH:30][CH2:31][CH2:32][N:33]([CH3:35])[CH3:34])[N:17]=[C:18]([C:19]3[CH:20]=[C:21]([CH:25]=[C:26]([F:29])[C:27]=3[CH3:28])[C:22]([N:38]([CH3:39])[CH3:37])=[O:24])[C:13]=2[CH2:12][NH:11][C:10]1=[O:36]. The catalyst class is: 2.